Dataset: Forward reaction prediction with 1.9M reactions from USPTO patents (1976-2016). Task: Predict the product of the given reaction. (1) Given the reactants Cl[C:2]1[CH:7]=[CH:6][N:5]=[C:4]([C:8]([F:11])([F:10])[F:9])[CH:3]=1.[CH3:12][N:13](C=O)C, predict the reaction product. The product is: [F:9][C:8]([F:11])([F:10])[C:4]1[CH:3]=[C:2]([C:12]#[N:13])[CH:7]=[CH:6][N:5]=1. (2) Given the reactants F[C:2]1[CH:7]=[CH:6][CH:5]=[CH:4][C:3]=1[N+:8]([O-:10])=[O:9].[CH2:11]([OH:14])[CH2:12][OH:13].C([O-])([O-])=O.[K+].[K+], predict the reaction product. The product is: [N+:8]([C:3]1[CH:4]=[CH:5][CH:6]=[CH:7][C:2]=1[O:13][CH2:12][CH2:11][OH:14])([O-:10])=[O:9]. (3) Given the reactants [CH3:1][O:2][C:3]1[CH:27]=[C:26]([O:28][CH3:29])[CH:25]=[CH:24][C:4]=1[CH2:5][N:6]([C:19]1[S:23][N:22]=[CH:21][N:20]=1)[S:7]([C:10]1[CH:15]=[C:14]([F:16])[C:13](F)=[CH:12][C:11]=1[F:18])(=[O:9])=[O:8].C(=O)([O-])[O-].[K+].[K+].[NH2:36][C:37]1[N:42]=[C:41]([C:43]2[CH:48]=[C:47]([Cl:49])[CH:46]=[CH:45][C:44]=2[OH:50])[CH:40]=[CH:39][CH:38]=1, predict the reaction product. The product is: [NH2:36][C:37]1[N:42]=[C:41]([C:43]2[CH:48]=[C:47]([Cl:49])[CH:46]=[CH:45][C:44]=2[O:50][C:13]2[C:14]([F:16])=[CH:15][C:10]([S:7]([N:6]([CH2:5][C:4]3[CH:24]=[CH:25][C:26]([O:28][CH3:29])=[CH:27][C:3]=3[O:2][CH3:1])[C:19]3[S:23][N:22]=[CH:21][N:20]=3)(=[O:8])=[O:9])=[C:11]([F:18])[CH:12]=2)[CH:40]=[CH:39][CH:38]=1. (4) Given the reactants C([O:8][CH2:9][C:10]1([CH3:38])[O:33][C:14]2=[N:15][C:16]([C:26]3[CH:31]=[CH:30][CH:29]=[CH:28][C:27]=3[Cl:32])=[C:17]([C:19]3[CH:24]=[CH:23][C:22]([Cl:25])=[CH:21][CH:20]=3)[CH:18]=[C:13]2[CH:12]([NH:34][C:35](=[O:37])[CH3:36])[CH2:11]1)C1C=CC=CC=1, predict the reaction product. The product is: [Cl:32][C:27]1[CH:28]=[CH:29][CH:30]=[CH:31][C:26]=1[C:16]1[N:15]=[C:14]2[O:33][C:10]([CH2:9][OH:8])([CH3:38])[CH2:11][CH:12]([NH:34][C:35](=[O:37])[CH3:36])[C:13]2=[CH:18][C:17]=1[C:19]1[CH:20]=[CH:21][C:22]([Cl:25])=[CH:23][CH:24]=1. (5) Given the reactants [Cl:1][C:2]1[CH:7]=[CH:6][CH:5]=[CH:4][C:3]=1[C:8]1[CH:18]=[C:11]2[N:12]=[C:13]([CH3:17])[NH:14][C:15](=[O:16])[N:10]2[N:9]=1.[I:19]N1C(=O)CCC1=O, predict the reaction product. The product is: [Cl:1][C:2]1[CH:7]=[CH:6][CH:5]=[CH:4][C:3]=1[C:8]1[C:18]([I:19])=[C:11]2[N:12]=[C:13]([CH3:17])[NH:14][C:15](=[O:16])[N:10]2[N:9]=1. (6) Given the reactants C[C:2]([CH3:5])([O-])[CH3:3].[K+].O=[C:8]1[CH2:13][CH2:12][CH:11]([NH:14][C:15](=[O:21])[O:16][C:17]([CH3:20])([CH3:19])[CH3:18])[CH2:10][CH2:9]1.[Cl-].[NH4+].[CH3:24]N(C)C=O, predict the reaction product. The product is: [CH:24](=[C:8]1[CH2:13][CH2:12][CH:11]([NH:14][C:15](=[O:21])[O:16][C:17]([CH3:20])([CH3:19])[CH3:18])[CH2:10][CH2:9]1)[CH2:3][CH2:2][CH3:5]. (7) Given the reactants [Cl:1][C:2]1[CH:3]=[C:4]([CH2:9][N:10]2[CH:14]=[C:13]([C:15]([OH:17])=O)[N:12]=[N:11]2)[CH:5]=[CH:6][C:7]=1[Cl:8].[NH2:18][C:19]1[S:20][C:21]([C:24]([O:26][CH3:27])=[O:25])=[CH:22][N:23]=1.CN(C(ON1N=NC2C=CC=NC1=2)=[N+](C)C)C.F[P-](F)(F)(F)(F)F.CCN(C(C)C)C(C)C, predict the reaction product. The product is: [Cl:1][C:2]1[CH:3]=[C:4]([CH2:9][N:10]2[CH:14]=[C:13]([C:15]([NH:18][C:19]3[S:20][C:21]([C:24]([O:26][CH3:27])=[O:25])=[CH:22][N:23]=3)=[O:17])[N:12]=[N:11]2)[CH:5]=[CH:6][C:7]=1[Cl:8]. (8) Given the reactants [NH2:1][C:2]1[N:6]([CH3:7])[N:5]=[C:4]([C:8]2[CH:13]=[CH:12][CH:11]=[CH:10][CH:9]=2)[C:3]=1[C:14](=[O:16])[CH3:15].[N:17]([O-])=O.[Na+], predict the reaction product. The product is: [CH3:7][N:6]1[C:2]2[N:1]=[N:17][CH:15]=[C:14]([OH:16])[C:3]=2[C:4]([C:8]2[CH:13]=[CH:12][CH:11]=[CH:10][CH:9]=2)=[N:5]1. (9) The product is: [O:10]1[CH:14]=[N:13][N:12]=[C:11]1[C:15]1[CH:16]=[CH:17][C:18]([C:19]([NH:45][CH2:46][C:47](=[O:48])[N:49]2[CH2:50][CH2:51][N:52]([C:55](=[O:66])[C:56]3[CH:61]=[CH:60][CH:59]=[CH:58][C:57]=3[C:62]([F:63])([F:65])[F:64])[CH2:53][CH2:54]2)=[O:21])=[CH:22][CH:23]=1. Given the reactants CCN(C(C)C)C(C)C.[O:10]1[CH:14]=[N:13][N:12]=[C:11]1[C:15]1[CH:23]=[CH:22][C:18]([C:19]([OH:21])=O)=[CH:17][CH:16]=1.CCN=C=NCCCN(C)C.C1C=CC2N(O)N=NC=2C=1.[NH2:45][CH2:46][C:47]([N:49]1[CH2:54][CH2:53][N:52]([C:55](=[O:66])[C:56]2[CH:61]=[CH:60][CH:59]=[CH:58][C:57]=2[C:62]([F:65])([F:64])[F:63])[CH2:51][CH2:50]1)=[O:48].Cl, predict the reaction product. (10) Given the reactants [CH2:1]([N:6]1[C:14]2[N:13]=[CH:12][NH:11][C:10]=2[C:9](=[O:15])[NH:8]/[C:7]/1=[N:16]/[NH2:17])[CH2:2][CH2:3][CH2:4][CH3:5].C1N=CN([C:23](N2C=NC=C2)=[O:24])C=1, predict the reaction product. The product is: [OH:24][C:23]1[N:8]2[C:9](=[O:15])[C:10]3[NH:11][CH:12]=[N:13][C:14]=3[N:6]([CH2:1][CH2:2][CH2:3][CH2:4][CH3:5])[C:7]2=[N:16][N:17]=1.